Dataset: Catalyst prediction with 721,799 reactions and 888 catalyst types from USPTO. Task: Predict which catalyst facilitates the given reaction. (1) Reactant: Cl.[NH:2]1[CH2:7][CH2:6][CH:5]([N:8]2[C@H:12]3[CH2:13][CH2:14][CH2:15][CH2:16][C@@H:11]3[NH:10][C:9]2=[O:17])[CH2:4][CH2:3]1.C(=O)([O-])[O-].O=[C:23]1[CH2:28][CH2:27][N:26]([C:29]([O:31][C:32]([CH3:35])([CH3:34])[CH3:33])=[O:30])[CH2:25][CH2:24]1.C([BH3-])#N.[Na+]. Product: [O:17]=[C:9]1[N:8]([CH:5]2[CH2:4][CH2:3][N:2]([CH:23]3[CH2:28][CH2:27][N:26]([C:29]([O:31][C:32]([CH3:35])([CH3:34])[CH3:33])=[O:30])[CH2:25][CH2:24]3)[CH2:7][CH2:6]2)[C@H:12]2[CH2:13][CH2:14][CH2:15][CH2:16][C@@H:11]2[NH:10]1. The catalyst class is: 466. (2) Reactant: [Br:1][C:2]1[CH:3]=[C:4]2[C:15](=[CH:16][CH:17]=1)[O:14][C:7]1[C:8]([F:13])=[N:9][C:10]([Cl:12])=[CH:11][C:6]=1[C:5]2([CH2:25][C:26](OC(C)(C)C)=[O:27])[NH:18][S:19]([C:21]([CH3:24])([CH3:23])[CH3:22])=[O:20].[H-].C([Al+]CC(C)C)C(C)C. Product: [Br:1][C:2]1[CH:3]=[C:4]2[C:15](=[CH:16][CH:17]=1)[O:14][C:7]1[C:8]([F:13])=[N:9][C:10]([Cl:12])=[CH:11][C:6]=1[C:5]2([NH:18][S:19]([C:21]([CH3:24])([CH3:23])[CH3:22])=[O:20])[CH2:25][CH2:26][OH:27]. The catalyst class is: 1. (3) Reactant: [Cl:1][C:2]1[C:7]([C:8]([OH:10])=O)=[CH:6][N:5]=[CH:4][CH:3]=1.S(Cl)([Cl:13])=O. Product: [ClH:1].[Cl:1][C:2]1[C:7]([C:8]([Cl:13])=[O:10])=[CH:6][N:5]=[CH:4][CH:3]=1. The catalyst class is: 11.